The task is: Predict the reactants needed to synthesize the given product.. This data is from Full USPTO retrosynthesis dataset with 1.9M reactions from patents (1976-2016). (1) Given the product [CH3:20][C:9]1[N:10]([S:11]([C:14]2[CH:19]=[CH:18][CH:17]=[CH:16][CH:15]=2)(=[O:13])=[O:12])[C:5]2[C:6](=[N:7][C:2]([N:21]([C:30]([O:32][C:33]([CH3:36])([CH3:35])[CH3:34])=[O:31])[NH:22][C:23]([O:25][C:26]([CH3:27])([CH3:28])[CH3:29])=[O:24])=[CH:3][CH:4]=2)[CH:8]=1, predict the reactants needed to synthesize it. The reactants are: Cl[C:2]1[N:7]=[C:6]2[CH:8]=[C:9]([CH3:20])[N:10]([S:11]([C:14]3[CH:19]=[CH:18][CH:17]=[CH:16][CH:15]=3)(=[O:13])=[O:12])[C:5]2=[CH:4][CH:3]=1.[NH:21]([C:30]([O:32][C:33]([CH3:36])([CH3:35])[CH3:34])=[O:31])[NH:22][C:23]([O:25][C:26]([CH3:29])([CH3:28])[CH3:27])=[O:24].C([O-])([O-])=O.[Cs+].[Cs+]. (2) The reactants are: Br[C:2]1[CH:7]=[CH:6][C:5]([CH:8]2[N:12]([C:13]3[CH:18]=[CH:17][CH:16]=[CH:15][C:14]=3[Cl:19])[N:11]=[C:10]([C:20]([F:26])([F:25])[C:21]([F:24])([F:23])[F:22])[CH2:9]2)=[CH:4][CH:3]=1.[C:27]([O:31][C:32]([N:34]1[CH2:39][CH:38]=[C:37](B2OC(C)(C)C(C)(C)O2)[CH2:36][CH2:35]1)=[O:33])([CH3:30])([CH3:29])[CH3:28].C(=O)([O-])[O-].[K+].[K+]. Given the product [Cl:19][C:14]1[CH:15]=[CH:16][CH:17]=[CH:18][C:13]=1[N:12]1[CH:8]([C:5]2[CH:6]=[CH:7][C:2]([C:37]3[CH2:38][CH2:39][N:34]([C:32]([O:31][C:27]([CH3:30])([CH3:29])[CH3:28])=[O:33])[CH2:35][CH:36]=3)=[CH:3][CH:4]=2)[CH2:9][C:10]([C:20]([F:26])([F:25])[C:21]([F:24])([F:22])[F:23])=[N:11]1, predict the reactants needed to synthesize it. (3) Given the product [Cl-:31].[C:1]([NH:4][C:5]1[S:19][C:8]2[CH2:9][NH+:10]([CH2:13][C:14]([OH:16])=[O:15])[CH2:11][CH2:12][C:7]=2[C:6]=1[C:20]1[S:21][C:22]2[CH:28]=[CH:27][CH:26]=[CH:25][C:23]=2[N:24]=1)(=[O:3])[CH3:2], predict the reactants needed to synthesize it. The reactants are: [C:1]([NH:4][C:5]1[S:19][C:8]2[CH2:9][N:10]([CH2:13][C:14]([O:16]CC)=[O:15])[CH2:11][CH2:12][C:7]=2[C:6]=1[C:20]1[S:21][C:22]2[CH:28]=[CH:27][CH:26]=[CH:25][C:23]=2[N:24]=1)(=[O:3])[CH3:2].[OH-].[Na+].[ClH:31]. (4) Given the product [NH2:1][C:2]1[C:17]([C:23]#[CH:24])=[CH:16][CH:15]=[CH:14][C:3]=1[C:4]([O:6][CH2:7][C:8]1[CH:13]=[CH:12][CH:11]=[CH:10][CH:9]=1)=[O:5], predict the reactants needed to synthesize it. The reactants are: [NH2:1][C:2]1[C:17](I)=[CH:16][CH:15]=[CH:14][C:3]=1[C:4]([O:6][CH2:7][C:8]1[CH:13]=[CH:12][CH:11]=[CH:10][CH:9]=1)=[O:5].C[Si]([C:23]#[CH:24])(C)C. (5) Given the product [CH2:30]([O:29][C:27]([N:24]1[CH2:25][CH2:26][N:21]([C:19]([C:11]2[N:10]=[CH:9][N:8]([C@@H:3]3[CH2:4][CH2:5][CH2:6][CH2:7][C@@:2]3([OH:1])[CH2:50][O:51][CH3:52])[C:12]=2[C:13]2[CH:14]=[CH:15][CH:16]=[CH:17][CH:18]=2)=[O:20])[C@H:22]([CH2:37][CH2:38][O:39][C:40]2[CH:41]=[CH:42][C:43]([C:46]([OH:48])=[O:47])=[CH:44][CH:45]=2)[CH2:23]1)=[O:28])[C:31]1[CH:36]=[CH:35][CH:34]=[CH:33][CH:32]=1, predict the reactants needed to synthesize it. The reactants are: [OH:1][C@@:2]1([CH2:50][O:51][CH3:52])[CH2:7][CH2:6][CH2:5][CH2:4][C@H:3]1[N:8]1[C:12]([C:13]2[CH:18]=[CH:17][CH:16]=[CH:15][CH:14]=2)=[C:11]([C:19]([N:21]2[CH2:26][CH2:25][N:24]([C:27]([O:29][CH2:30][C:31]3[CH:36]=[CH:35][CH:34]=[CH:33][CH:32]=3)=[O:28])[CH2:23][C@H:22]2[CH2:37][CH2:38][O:39][C:40]2[CH:45]=[CH:44][C:43]([C:46]([O:48]C)=[O:47])=[CH:42][CH:41]=2)=[O:20])[N:10]=[CH:9]1.[OH-].[Na+].Cl. (6) Given the product [Br:13][CH2:14][CH2:15][CH2:16][N:6]1[C:5]2[CH:7]=[CH:8][C:9]([CH:11]=[O:12])=[CH:10][C:4]=2[O:3][C:2]1=[O:1], predict the reactants needed to synthesize it. The reactants are: [O:1]=[C:2]1[NH:6][C:5]2[CH:7]=[CH:8][C:9]([CH:11]=[O:12])=[CH:10][C:4]=2[O:3]1.[Br:13][CH2:14][CH2:15][CH2:16]O.C1(P(C2C=CC=CC=2)C2C=CC=CC=2)C=CC=CC=1.C1(C)C=CC=CC=1.CCOC(/N=N/C(OCC)=O)=O. (7) Given the product [F:31][C:4]1[CH:3]=[C:2]([NH:1][C:43]([NH:42][C:40](=[O:41])[CH2:39][C:36]2[CH:37]=[CH:38][C:33]([F:32])=[CH:34][CH:35]=2)=[O:44])[CH:30]=[CH:29][C:5]=1[O:6][C:7]1[CH:12]=[CH:11][N:10]=[C:9]([NH:13][C:14]([N:16]2[CH2:21][CH2:20][N:19]([CH:22]3[CH2:27][CH2:26][N:25]([CH3:28])[CH2:24][CH2:23]3)[CH2:18][CH2:17]2)=[O:15])[CH:8]=1, predict the reactants needed to synthesize it. The reactants are: [NH2:1][C:2]1[CH:30]=[CH:29][C:5]([O:6][C:7]2[CH:12]=[CH:11][N:10]=[C:9]([NH:13][C:14]([N:16]3[CH2:21][CH2:20][N:19]([CH:22]4[CH2:27][CH2:26][N:25]([CH3:28])[CH2:24][CH2:23]4)[CH2:18][CH2:17]3)=[O:15])[CH:8]=2)=[C:4]([F:31])[CH:3]=1.[F:32][C:33]1[CH:38]=[CH:37][C:36]([CH2:39][C:40]([N:42]=[C:43]=[O:44])=[O:41])=[CH:35][CH:34]=1. (8) Given the product [CH:10]1[C:22]2[CH:21]([CH2:23][O:24][C:25](=[O:26])[NH:4][CH2:3][CH2:1][OH:2])[C:20]3[C:15](=[CH:16][CH:17]=[CH:18][CH:19]=3)[C:14]=2[CH:13]=[CH:12][CH:11]=1, predict the reactants needed to synthesize it. The reactants are: [CH2:1]([CH2:3][NH2:4])[OH:2].C(=O)(O)[O-].[Na+].[CH:10]1[C:22]2[CH:21]([CH2:23][O:24][C:25](Cl)=[O:26])[C:20]3[C:15](=[CH:16][CH:17]=[CH:18][CH:19]=3)[C:14]=2[CH:13]=[CH:12][CH:11]=1. (9) Given the product [F:15][C:16]1[CH:26]=[CH:25][CH:24]=[C:23]([F:27])[C:17]=1[C:18]([NH:20][C:21]([N:2]([CH3:1])[C:3]1[CH:8]=[CH:7][C:6]([S:9][CH3:10])=[CH:5][C:4]=1[C:11]([F:14])([F:12])[F:13])=[O:22])=[O:19], predict the reactants needed to synthesize it. The reactants are: [CH3:1][NH:2][C:3]1[CH:8]=[CH:7][C:6]([S:9][CH3:10])=[CH:5][C:4]=1[C:11]([F:14])([F:13])[F:12].[F:15][C:16]1[CH:26]=[CH:25][CH:24]=[C:23]([F:27])[C:17]=1[C:18]([N:20]=[C:21]=[O:22])=[O:19]. (10) Given the product [C:24]([O:26][C:6]1[CH:7]=[C:2]([Br:1])[CH:3]=[C:4]([F:16])[C:5]=1[O:11][CH2:12][CH:13]1[CH2:15][O:14]1)(=[O:25])[CH3:19], predict the reactants needed to synthesize it. The reactants are: [Br:1][C:2]1[CH:3]=[C:4]([F:16])[C:5]([O:11][CH2:12][CH:13]2[CH2:15][O:14]2)=[C:6](C(=O)C)[CH:7]=1.C1C=C(Cl)C=[C:19]([C:24]([O:26]O)=[O:25])C=1.